From a dataset of Forward reaction prediction with 1.9M reactions from USPTO patents (1976-2016). Predict the product of the given reaction. (1) The product is: [NH3:8].[NH2:11][C:7]1[CH:6]=[C:5]([CH2:1][CH2:2][CH2:3][CH3:4])[CH:10]=[CH:9][N:8]=1. Given the reactants [CH2:1]([C:5]1[CH:10]=[CH:9][N:8]=[CH:7][CH:6]=1)[CH2:2][CH2:3][CH3:4].[NH2-:11].[Na+], predict the reaction product. (2) Given the reactants [F:1][C:2]1[CH:7]=[CH:6][C:5]([C:8]2[C:9]([NH2:19])=[N:10][NH:11][C:12]=2[C:13]2[CH:18]=[CH:17][N:16]=[CH:15][CH:14]=2)=[CH:4][CH:3]=1.[CH3:20][N:21]=[C:22]=[O:23], predict the reaction product. The product is: [F:1][C:2]1[CH:3]=[CH:4][C:5]([C:8]2[C:9]([NH:19][C:22]([NH:21][CH3:20])=[O:23])=[N:10][NH:11][C:12]=2[C:13]2[CH:18]=[CH:17][N:16]=[CH:15][CH:14]=2)=[CH:6][CH:7]=1. (3) The product is: [CH3:1][O:2][C:3]1[CH:4]=[C:5]2[C:9](=[CH:10][CH:11]=1)[C:8](=[O:12])[NH:15][CH2:7][C:6]2([CH3:14])[CH3:13]. Given the reactants [CH3:1][O:2][C:3]1[CH:4]=[C:5]2[C:9](=[CH:10][CH:11]=1)[C:8](=[O:12])[CH2:7][C:6]2([CH3:14])[CH3:13].[N-:15]=[N+]=[N-].[Na+], predict the reaction product. (4) Given the reactants CO[C:3]1[CH:30]=C[C:6]([CH2:7][NH:8][CH2:9][CH2:10][NH:11][C:12]([C:14]2[S:15][CH:16]=[CH:17][C:18]=2[NH:19][C:20]2[CH:25]=[CH:24][N:23]=[C:22]3[NH:26][CH:27]=[CH:28][C:21]=23)=[O:13])=[CH:5][CH:4]=1.[N:31]1C=CC=CC=1C=O, predict the reaction product. The product is: [N:31]1[CH:30]=[CH:3][CH:4]=[CH:5][C:6]=1[CH2:7][NH:8][CH2:9][CH2:10][NH:11][C:12]([C:14]1[S:15][CH:16]=[CH:17][C:18]=1[NH:19][C:20]1[CH:25]=[CH:24][N:23]=[C:22]2[NH:26][CH:27]=[CH:28][C:21]=12)=[O:13].